This data is from Full USPTO retrosynthesis dataset with 1.9M reactions from patents (1976-2016). The task is: Predict the reactants needed to synthesize the given product. (1) The reactants are: [Cl:1][C:2]1[C:3]([CH3:10])=[C:4]([NH2:9])[C:5]([NH2:8])=[N:6][CH:7]=1.[OH:11][C:12]1[CH:13]=[C:14]([CH:17]=[CH:18][C:19]=1[N+:20]([O-:22])=[O:21])[CH:15]=O. Given the product [Cl:1][C:2]1[C:3]([CH3:10])=[C:4]2[N:9]=[C:15]([C:14]3[CH:17]=[CH:18][C:19]([N+:20]([O-:22])=[O:21])=[C:12]([OH:11])[CH:13]=3)[NH:8][C:5]2=[N:6][CH:7]=1, predict the reactants needed to synthesize it. (2) Given the product [CH2:34]([N:24]1[C:25]2[C:21](=[CH:20][C:19]3/[C:13](=[C:10](/[C:6]4[CH:7]=[CH:8][CH:9]=[C:4]([N+:1]([O-:3])=[O:2])[CH:5]=4)\[CH2:11][CH3:12])/[C:14]4[CH:30]=[CH:29][CH:28]=[N:27][C:15]=4[O:16][CH2:17][C:18]=3[CH:26]=2)[CH:22]=[N:23]1)[CH3:35], predict the reactants needed to synthesize it. The reactants are: [N+:1]([C:4]1[CH:5]=[C:6](/[C:10](=[C:13]2\[C:14]3[CH:30]=[CH:29][CH:28]=[N:27][C:15]=3[O:16][CH2:17][C:18]3[CH:26]=[C:25]4[C:21]([CH:22]=[N:23][NH:24]4)=[CH:20][C:19]\2=3)/[CH2:11][CH3:12])[CH:7]=[CH:8][CH:9]=1)([O-:3])=[O:2].[H-].[Na+].I[CH2:34][CH3:35].[Cl-].[NH4+].